From a dataset of Full USPTO retrosynthesis dataset with 1.9M reactions from patents (1976-2016). Predict the reactants needed to synthesize the given product. (1) Given the product [CH:1]12[CH2:7][CH:4]([CH2:5][CH2:6]1)[CH2:3][CH:2]2[CH2:8][C:9]([NH2:18])=[O:11], predict the reactants needed to synthesize it. The reactants are: [CH:1]12[CH2:7][CH:4]([CH2:5][CH2:6]1)[CH2:3][CH:2]2[CH2:8][C:9]([OH:11])=O.C(Cl)(=O)C(Cl)=O.[NH4+:18].[OH-]. (2) Given the product [Br:17][C:18]1[CH:26]=[CH:25][C:21]([C:22]([NH:7][C:8]2[CH:15]=[C:14]([Cl:16])[CH:13]=[CH:12][C:9]=2[C:10]#[N:11])=[O:23])=[CH:20][CH:19]=1, predict the reactants needed to synthesize it. The reactants are: N1C=CC=CC=1.[NH2:7][C:8]1[CH:15]=[C:14]([Cl:16])[CH:13]=[CH:12][C:9]=1[C:10]#[N:11].[Br:17][C:18]1[CH:26]=[CH:25][C:21]([C:22](Cl)=[O:23])=[CH:20][CH:19]=1. (3) Given the product [OH:1][C:2]1[C:11]([CH2:12][CH2:13][CH3:14])=[C:10]2[C:5]([C:6](=[O:27])[N:7]([C:19]3[CH:20]=[CH:21][C:22]([C:23]#[N:24])=[CH:25][CH:26]=3)[C:8]([CH:16]([CH3:18])[CH3:17])=[N:9]2)=[CH:4][CH:3]=1, predict the reactants needed to synthesize it. The reactants are: [OH:1][C:2]1[C:11]([CH:12](O)[CH2:13][CH3:14])=[C:10]2[C:5]([C:6](=[O:27])[N:7]([C:19]3[CH:26]=[CH:25][C:22]([C:23]#[N:24])=[CH:21][CH:20]=3)[C:8]([CH:16]([CH3:18])[CH3:17])=[N:9]2)=[CH:4][CH:3]=1.[SiH](CC)(CC)CC.C(O)(C(F)(F)F)=O.C([O-])(O)=O.[Na+]. (4) Given the product [C:48]1([C@@H:54]2[CH2:56][C@H:55]2[C:57]([O:25][C:21]2[CH:22]=[CH:23][CH:24]=[C:19]([C:3]3([F:2])[CH2:4][CH2:5][N:6]([C:9]([C@@H:10]4[CH2:11][C@H:12]4[C:13]4[CH:18]=[CH:17][CH:16]=[CH:15][CH:14]=4)=[O:40])[CH2:7][CH2:8]3)[CH:20]=2)=[O:58])[CH:53]=[CH:52][CH:51]=[CH:50][CH:49]=1, predict the reactants needed to synthesize it. The reactants are: Cl.[F:2][C:3]1([C:19]2[CH:24]=[CH:23][CH:22]=[C:21]([OH:25])[CH:20]=2)[CH2:8][CH2:7][N:6]([CH2:9][C@H:10]2[C@H:12]([C:13]3[CH:18]=[CH:17][CH:16]=[CH:15][CH:14]=3)[CH2:11]2)[CH2:5][CH2:4]1.Cl.FC1(C2C=CC=C([OH:40])C=2)CCNCC1.C(N(CC)CC)C.[C:48]1([C@@H:54]2[CH2:56][C@H:55]2[C:57](Cl)=[O:58])[CH:53]=[CH:52][CH:51]=[CH:50][CH:49]=1.